This data is from Catalyst prediction with 721,799 reactions and 888 catalyst types from USPTO. The task is: Predict which catalyst facilitates the given reaction. (1) Reactant: [OH-].[Na+].[CH:3]1([C:9]2[C:10]3[CH:11]=[CH:12][C:13]([C:29]([O:31]C)=[O:30])=[CH:14][C:15]=3[N:16]3[CH2:22][CH:21]([CH2:23][OH:24])[CH2:20][C:19]4[CH:25]=[CH:26][CH:27]=[CH:28][C:18]=4[C:17]=23)[CH2:8][CH2:7][CH2:6][CH2:5][CH2:4]1.Cl. Product: [CH:3]1([C:9]2[C:10]3[CH:11]=[CH:12][C:13]([C:29]([OH:31])=[O:30])=[CH:14][C:15]=3[N:16]3[CH2:22][CH:21]([CH2:23][OH:24])[CH2:20][C:19]4[CH:25]=[CH:26][CH:27]=[CH:28][C:18]=4[C:17]=23)[CH2:4][CH2:5][CH2:6][CH2:7][CH2:8]1. The catalyst class is: 111. (2) Reactant: Cl[C:2]1[C:7]([C:8]#[N:9])=[CH:6][N:5]=[CH:4][CH:3]=1.[SH:10][CH2:11][C:12]([O:14][CH2:15][CH3:16])=[O:13].C[O-].[Na+].C(O)C.CC(O)=O. Product: [NH2:9][C:8]1[C:7]2[CH:6]=[N:5][CH:4]=[CH:3][C:2]=2[S:10][C:11]=1[C:12]([O:14][CH2:15][CH3:16])=[O:13]. The catalyst class is: 18. (3) Reactant: [CH2:1]([S:8][CH:9]([CH:19](OC)[O:20]C)[CH2:10][NH:11][C:12](=[O:18])[O:13][C:14]([CH3:17])([CH3:16])[CH3:15])[C:2]1[CH:7]=[CH:6][CH:5]=[CH:4][CH:3]=1.C(O)(=O)C. Product: [CH2:1]([S:8][CH:9]([CH:19]=[O:20])[CH2:10][NH:11][C:12](=[O:18])[O:13][C:14]([CH3:17])([CH3:15])[CH3:16])[C:2]1[CH:3]=[CH:4][CH:5]=[CH:6][CH:7]=1. The catalyst class is: 30. (4) Reactant: [CH2:1]([O:8][CH2:9][C:10]([OH:12])=O)[C:2]1[CH:7]=[CH:6][CH:5]=[CH:4][CH:3]=1.C(Cl)Cl.CN(C)CCCN=C=NCC.[NH2:27][C:28]1[CH:43]=[CH:42][C:31]([C:32]([NH:34][CH2:35][CH2:36][N:37]([CH2:40][CH3:41])[CH2:38][CH3:39])=[O:33])=[C:30]([O:44][CH3:45])[CH:29]=1. Product: [CH2:40]([N:37]([CH2:38][CH3:39])[CH2:36][CH2:35][NH:34][C:32](=[O:33])[C:31]1[CH:42]=[CH:43][C:28]([NH:27][C:10](=[O:12])[CH2:9][O:8][CH2:1][C:2]2[CH:3]=[CH:4][CH:5]=[CH:6][CH:7]=2)=[CH:29][C:30]=1[O:44][CH3:45])[CH3:41]. The catalyst class is: 6.